Dataset: Reaction yield outcomes from USPTO patents with 853,638 reactions. Task: Predict the reaction yield, written as a fraction of the theoretical maximum amount of product (1.0 means a 100% yield; for example, 0.34 means a 34% yield). (1) The reactants are [CH3:1][O:2][C:3]1[C:11]([O:12][CH3:13])=[CH:10][CH:9]=[CH:8][C:4]=1[C:5]([OH:7])=O.[CH2:14]([NH2:21])[CH2:15][CH2:16][CH2:17][CH2:18][CH2:19][CH3:20].Cl.C(N=C=NCCCN(C)C)C. The catalyst is C(Cl)Cl.CN(C1C=CN=CC=1)C. The product is [CH2:14]([NH:21][C:5](=[O:7])[C:4]1[CH:8]=[CH:9][CH:10]=[C:11]([O:12][CH3:13])[C:3]=1[O:2][CH3:1])[CH2:15][CH2:16][CH2:17][CH2:18][CH2:19][CH3:20]. The yield is 0.980. (2) The reactants are COC[O:4][CH2:5][CH2:6][CH2:7][C:8]1[C:9]([CH:13]([CH3:15])[CH3:14])=[N:10][NH:11][CH:12]=1.Cl[C:17]1[N:18]=[N:19][C:20]([O:23][CH3:24])=[CH:21][CH:22]=1.[H-].[Na+].[H][H]. The catalyst is O.CN(C)C=O. The product is [CH3:24][O:23][C:20]1[N:19]=[N:18][C:17]([N:11]2[CH:12]=[C:8]([CH2:7][CH2:6][CH2:5][OH:4])[C:9]([CH:13]([CH3:14])[CH3:15])=[N:10]2)=[CH:22][CH:21]=1. The yield is 0.230. (3) The reactants are Br[C:2]1[C:3]([CH3:10])=[C:4]([CH3:9])[C:5]([NH2:8])=[N:6][CH:7]=1.[C:11]([Cu])#[N:12].C(N)CN. The catalyst is CC(N(C)C)=O. The product is [NH2:8][C:5]1[C:4]([CH3:9])=[C:3]([CH3:10])[C:2]([C:11]#[N:12])=[CH:7][N:6]=1. The yield is 0.990. (4) The reactants are [F:1][C:2]1[CH:7]=[CH:6][C:5]([N:8]2[CH2:13][CH2:12][N:11]([CH2:14][CH:15]3[CH2:24][CH2:23][C:22]4[C:17](=[CH:18][CH:19]=[CH:20][CH:21]=4)[NH:16]3)[CH2:10][CH2:9]2)=[C:4]([O:25][CH3:26])[CH:3]=1.[C:27](Cl)(=[O:33])[CH2:28][CH2:29][CH2:30][CH2:31][CH3:32]. No catalyst specified. The product is [F:1][C:2]1[CH:7]=[CH:6][C:5]([N:8]2[CH2:9][CH2:10][N:11]([CH2:14][CH:15]3[CH2:24][CH2:23][C:22]4[C:17](=[CH:18][CH:19]=[CH:20][CH:21]=4)[N:16]3[C:27](=[O:33])[CH2:28][CH2:29][CH2:30][CH2:31][CH3:32])[CH2:12][CH2:13]2)=[C:4]([O:25][CH3:26])[CH:3]=1. The yield is 0.750. (5) The yield is 0.930. The product is [OH:2][C:3]1[CH:4]=[CH:5][C:6]2[C:18](=[O:19])[C:17]3[C:16]4[C:11](=[CH:12][C:13]([C:20]#[N:21])=[CH:14][CH:15]=4)[NH:10][C:9]=3[C:8]([CH3:22])([CH3:23])[C:7]=2[CH:24]=1. The reactants are C[O:2][C:3]1[CH:4]=[CH:5][C:6]2[C:18](=[O:19])[C:17]3[C:16]4[C:11](=[CH:12][C:13]([C:20]#[N:21])=[CH:14][CH:15]=4)[NH:10][C:9]=3[C:8]([CH3:23])([CH3:22])[C:7]=2[CH:24]=1. The catalyst is Cl.N1C=CC=CC=1. (6) The reactants are [CH3:1][C@H:2]1[CH2:11][CH2:10][C:9]2[C:4](=[CH:5][CH:6]=[C:7](B3OC(C)(C)C(C)(C)O3)[C:8]=2[O:12][CH2:13][CH2:14][CH3:15])[N:3]1[C:25](=[O:27])[CH3:26].Br[C:29]1[CH:34]=[CH:33][C:32]([S:35]([CH3:38])(=[O:37])=[O:36])=[CH:31][N:30]=1.C(=O)([O-])[O-].[Cs+].[Cs+]. The catalyst is CC(C1C=C(C(C)C)C(C2C=CC=C(P(C3CCCCC3)C3CCCCC3)C=2)=C(C(C)C)C=1)C.C1C=[C-]C(C2C(N)=CC=CC=2)=CC=1.Cl[Pd+].O1CCOCC1.O. The product is [CH3:1][C@H:2]1[CH2:11][CH2:10][C:9]2[C:4](=[CH:5][CH:6]=[C:7]([C:29]3[CH:34]=[CH:33][C:32]([S:35]([CH3:38])(=[O:37])=[O:36])=[CH:31][N:30]=3)[C:8]=2[O:12][CH2:13][CH2:14][CH3:15])[N:3]1[C:25](=[O:27])[CH3:26]. The yield is 0.270.